Dataset: Forward reaction prediction with 1.9M reactions from USPTO patents (1976-2016). Task: Predict the product of the given reaction. (1) Given the reactants O[CH2:2][C:3]1[CH:4]=[CH:5][C:6]([O:24][CH3:25])=[C:7]([O:9][CH2:10][CH:11]2[CH2:16][CH2:15][N:14]([C:17]([O:19][C:20]([CH3:23])([CH3:22])[CH3:21])=[O:18])[CH2:13][CH2:12]2)[CH:8]=1.[CH2:26]([N:28](CC)CC)C.CS(Cl)(=O)=O.[C-]#N.[K+], predict the reaction product. The product is: [C:26]([CH2:2][C:3]1[CH:4]=[CH:5][C:6]([O:24][CH3:25])=[C:7]([O:9][CH2:10][CH:11]2[CH2:12][CH2:13][N:14]([C:17]([O:19][C:20]([CH3:22])([CH3:23])[CH3:21])=[O:18])[CH2:15][CH2:16]2)[CH:8]=1)#[N:28]. (2) Given the reactants Br[C:2]1[O:3][CH:4]=[C:5]([C:7]([NH:9][C@@H:10]([CH3:27])[CH2:11][N:12]2[CH:16]=[CH:15][C:14]([C:17]3[CH:22]=[CH:21][C:20]([C:23]#[N:24])=[C:19]([Cl:25])[C:18]=3[CH3:26])=[N:13]2)=[O:8])[N:6]=1.[CH3:28][O:29][CH2:30][CH2:31][NH2:32], predict the reaction product. The product is: [Cl:25][C:19]1[C:18]([CH3:26])=[C:17]([C:14]2[CH:15]=[CH:16][N:12]([CH2:11][C@@H:10]([NH:9][C:7]([C:5]3[N:6]=[C:2]([NH:32][CH2:31][CH2:30][O:29][CH3:28])[O:3][CH:4]=3)=[O:8])[CH3:27])[N:13]=2)[CH:22]=[CH:21][C:20]=1[C:23]#[N:24].